Task: Predict the product of the given reaction.. Dataset: Forward reaction prediction with 1.9M reactions from USPTO patents (1976-2016) (1) Given the reactants [CH2:1]([C:3]1([C:36]([O:38][CH2:39][CH3:40])=[O:37])[CH2:8][CH2:7][N:6]([C:9]2[N:14]=[CH:13][C:12]([C:15]3[CH:16]=[C:17]([CH:34]=[O:35])[C:18]4[S:22][C:21]([N:23]5CN(C)C[N:25]([CH2:30][CH3:31])[C:24]5=[O:32])=[N:20][C:19]=4[CH:33]=3)=[CH:11][N:10]=2)[CH2:5][CH2:4]1)[CH3:2].OS(O)(=O)=O.[C:46]([O-:49])(O)=O.[Na+].[CH3:51]O, predict the reaction product. The product is: [CH3:51][O:35][CH:34]([O:49][CH3:46])[C:17]1[C:18]2[S:22][C:21]([NH:23][C:24](=[O:32])[NH:25][CH2:30][CH3:31])=[N:20][C:19]=2[CH:33]=[C:15]([C:12]2[CH:11]=[N:10][C:9]([N:6]3[CH2:7][CH2:8][C:3]([CH2:1][CH3:2])([C:36]([O:38][CH2:39][CH3:40])=[O:37])[CH2:4][CH2:5]3)=[N:14][CH:13]=2)[CH:16]=1. (2) Given the reactants O[CH:2]1[CH:9]2[CH:5]3[CH:6]([CH2:12][CH:3]1[CH2:4]3)[S:7](=[O:11])(=[O:10])[O:8]2.[CH2:13](Cl)Cl, predict the reaction product. The product is: [CH:5]12[CH2:4][CH:3]([CH:2]=[CH:9]1)[CH2:12][CH:6]2[S:7]([O:8][CH3:13])(=[O:10])=[O:11]. (3) Given the reactants [Cl:1][C:2]1[CH:7]=[CH:6][CH:5]=[CH:4][C:3]=1[C:8]1[C:19](=[O:20])[N:18]([CH3:21])[C:11]2[N:12]=[C:13]([S:16][CH3:17])[N:14]=[CH:15][C:10]=2[CH:9]=1.C1C=C(Cl)C=C(C(OO)=[O:30])C=1, predict the reaction product. The product is: [Cl:1][C:2]1[CH:7]=[CH:6][CH:5]=[CH:4][C:3]=1[C:8]1[C:19](=[O:20])[N:18]([CH3:21])[C:11]2[N:12]=[C:13]([S:16]([CH3:17])=[O:30])[N:14]=[CH:15][C:10]=2[CH:9]=1. (4) Given the reactants C[O:2][C:3](=[O:29])[C@@H:4]([NH:13][C:14](=[O:28])[C@@H:15]([NH:17][C:18]([O:20][CH2:21][C:22]1[CH:27]=[CH:26][CH:25]=[CH:24][CH:23]=1)=[O:19])[CH3:16])[CH2:5][C:6]1[CH:11]=[CH:10][C:9]([Cl:12])=[CH:8][CH:7]=1.[OH-].C[Sn+](C)C, predict the reaction product. The product is: [CH2:21]([O:20][C:18]([NH:17][C@@H:15]([CH3:16])[C:14]([NH:13][C@@H:4]([CH2:5][C:6]1[CH:11]=[CH:10][C:9]([Cl:12])=[CH:8][CH:7]=1)[C:3]([OH:29])=[O:2])=[O:28])=[O:19])[C:22]1[CH:27]=[CH:26][CH:25]=[CH:24][CH:23]=1. (5) Given the reactants [CH3:1][C:2]1([CH3:33])[N:6]([CH2:7][C:8]2[CH:13]=[CH:12][N:11]=[C:10](S(C)(=O)=O)[N:9]=2)[C:5](=[O:18])[N:4]([C:19]2[CH:24]=[CH:23][C:22]([S:25]([C:28]([F:31])([F:30])[F:29])(=[O:27])=[O:26])=[CH:21][CH:20]=2)[C:3]1=[O:32].[NH2:34][CH:35]([CH3:38])[CH2:36][OH:37].C(=O)([O-])O.[Na+], predict the reaction product. The product is: [OH:37][CH2:36][C@H:35]([NH:34][C:10]1[N:9]=[C:8]([CH2:7][N:6]2[C:2]([CH3:33])([CH3:1])[C:3](=[O:32])[N:4]([C:19]3[CH:24]=[CH:23][C:22]([S:25]([C:28]([F:31])([F:30])[F:29])(=[O:26])=[O:27])=[CH:21][CH:20]=3)[C:5]2=[O:18])[CH:13]=[CH:12][N:11]=1)[CH3:38]. (6) Given the reactants [NH:1]1[CH2:6][CH2:5][CH:4]([NH:7][C:8](=[O:14])[O:9][C:10]([CH3:13])([CH3:12])[CH3:11])[CH2:3][CH2:2]1.CN(C1CCNCC1)C.CCN=C=NCCCN(C)C.[CH3:35][CH:36]([CH2:40][CH3:41])[C:37](O)=[O:38], predict the reaction product. The product is: [CH3:35][CH:36]([CH2:40][CH3:41])[C:37]([N:1]1[CH2:2][CH2:3][CH:4]([NH:7][C:8](=[O:14])[O:9][C:10]([CH3:11])([CH3:13])[CH3:12])[CH2:5][CH2:6]1)=[O:38]. (7) Given the reactants C(NC(C1C=C(S([O:16][CH2:17][C@:18]([OH:68])([CH3:67])[C:19](=[O:66])[C@H:20]([CH2:62][CH:63]([CH3:65])[CH3:64])[NH:21][C:22](=[O:61])[C@H:23]([CH2:54][C:55]2[CH:60]=[CH:59][CH:58]=[CH:57][CH:56]=2)[NH:24][C:25](=[O:53])[C@H:26]([CH2:49][CH:50]([CH3:52])[CH3:51])[NH:27][C:28](=[O:48])[C@H:29]([CH2:40][CH2:41][C:42]2[CH:47]=[CH:46][CH:45]=[CH:44][CH:43]=2)[NH:30][C:31](=[O:39])[CH2:32][N:33]2[CH2:38][CH2:37][O:36][CH2:35][CH2:34]2)(=O)=O)C=CC=1)=O)C#C.[CH2:69]([O:72][C:73]1[CH:78]=[C:77]([CH3:79])[C:76]([S:80](Cl)(=[O:82])=[O:81])=[C:75]([CH3:84])[CH:74]=1)[C:70]#[CH:71].OC[C@](O)(C)C(=O)[C@@H](NC(=O)[C@@H](NC(=O)[C@@H](NC(=O)[C@@H](NC(=O)CN1CCOCC1)CCC1C=CC=CC=1)CC(C)C)CC1C=CC=CC=1)CC(C)C, predict the reaction product. The product is: [CH3:79][C:77]1[CH:78]=[C:73]([O:72][CH2:69][C:70]#[CH:71])[CH:74]=[C:75]([CH3:84])[C:76]=1[S:80]([O:16][CH2:17][C:18]([OH:68])([CH3:67])[C:19](=[O:66])[C@H:20]([CH2:62][CH:63]([CH3:64])[CH3:65])[NH:21][C:22](=[O:61])[C@H:23]([CH2:54][C:55]1[CH:60]=[CH:59][CH:58]=[CH:57][CH:56]=1)[NH:24][C:25](=[O:53])[C@H:26]([CH2:49][CH:50]([CH3:52])[CH3:51])[NH:27][C:28](=[O:48])[C@H:29]([CH2:40][CH2:41][C:42]1[CH:47]=[CH:46][CH:45]=[CH:44][CH:43]=1)[NH:30][C:31](=[O:39])[CH2:32][N:33]1[CH2:38][CH2:37][O:36][CH2:35][CH2:34]1)(=[O:82])=[O:81]. (8) Given the reactants C(NC(C)C)(C)C.C([Li])CCC.[F:13][C:14]1[CH:15]=[N:16][CH:17]=[CH:18][CH:19]=1.[C:20](=[O:22])=[O:21], predict the reaction product. The product is: [F:13][C:14]1[CH:15]=[N:16][CH:17]=[CH:18][C:19]=1[C:20]([OH:22])=[O:21].